From a dataset of Forward reaction prediction with 1.9M reactions from USPTO patents (1976-2016). Predict the product of the given reaction. Given the reactants [CH3:1][N:2]([CH3:27])[CH2:3][C:4]([NH:6][C:7]1[CH:12]=[CH:11][C:10]([C@@H:13]2[O:18][CH2:17][CH2:16][N:15]([C@@H](C3C=CC=CC=3)C)[CH2:14]2)=[CH:9][CH:8]=1)=[O:5].C([O-])=O.[NH4+].O1CCCC1.CO, predict the reaction product. The product is: [CH3:1][N:2]([CH3:27])[CH2:3][C:4]([NH:6][C:7]1[CH:8]=[CH:9][C:10]([C@@H:13]2[O:18][CH2:17][CH2:16][NH:15][CH2:14]2)=[CH:11][CH:12]=1)=[O:5].